Dataset: Forward reaction prediction with 1.9M reactions from USPTO patents (1976-2016). Task: Predict the product of the given reaction. Given the reactants [CH:1]([NH:4][C:5]1[C:10]([C:11](Cl)=[O:12])=[CH:9][N:8]=[C:7]([S:14][CH3:15])[N:6]=1)([CH3:3])[CH3:2].[CH3:16][O:17][C:18]1[CH:25]=[CH:24][C:21]([CH2:22][NH2:23])=[CH:20][CH:19]=1, predict the reaction product. The product is: [CH3:16][O:17][C:18]1[CH:25]=[CH:24][C:21]([CH2:22][NH:23][C:11]([C:10]2[C:5]([NH:4][CH:1]([CH3:3])[CH3:2])=[N:6][C:7]([S:14][CH3:15])=[N:8][CH:9]=2)=[O:12])=[CH:20][CH:19]=1.